From a dataset of Choline transporter screen with 302,306 compounds. Binary Classification. Given a drug SMILES string, predict its activity (active/inactive) in a high-throughput screening assay against a specified biological target. The molecule is S1(=O)(=O)N(C(CCCC)COCC1)Cc1cc(F)ccc1. The result is 0 (inactive).